Dataset: Forward reaction prediction with 1.9M reactions from USPTO patents (1976-2016). Task: Predict the product of the given reaction. (1) Given the reactants CS([C:5]1[S:9][C:8]([C:10]2[CH:11]=[C:12]3[C:16](=[CH:17][CH:18]=2)[N:15](C([O-])=O)[CH:14]=[CH:13]3)=[N:7][N:6]=1)(=O)=O.[CH3:22][NH2:23].CCOC(C)=O, predict the reaction product. The product is: [NH:15]1[C:16]2[C:12](=[CH:11][C:10]([C:8]3[S:9][C:5]([NH:23][CH3:22])=[N:6][N:7]=3)=[CH:18][CH:17]=2)[CH:13]=[CH:14]1. (2) The product is: [Cl:1][C:2]1[C:11]([F:12])=[C:10]2[C:5]([C:6]([OH:23])=[C:7]([C:16]([NH:18][CH2:19][C:20]([OH:22])=[O:21])=[O:17])[C:8](=[O:15])[C:9]2([CH3:14])[CH3:13])=[CH:4][CH:3]=1. Given the reactants [Cl:1][C:2]1[C:11]([F:12])=[C:10]2[C:5]([C:6]([OH:23])=[C:7]([C:16]([NH:18][CH2:19][C:20]([O-:22])=[O:21])=[O:17])[C:8](=[O:15])[C:9]2([CH3:14])[CH3:13])=[CH:4][CH:3]=1.C(O)(C(F)(F)F)=O, predict the reaction product. (3) Given the reactants [Cl:1][C:2]1[CH:7]=[CH:6][CH:5]=[CH:4][C:3]=1[N:8]1[CH:12]=[C:11]([CH2:13]O)[N:10]=[CH:9]1.C1(P(C2C=CC=CC=2)C2C=CC=CC=2)C=CC=CC=1.C(Br)(Br)(Br)[Br:35], predict the reaction product. The product is: [Br:35][CH2:13][C:11]1[N:10]=[CH:9][N:8]([C:3]2[CH:4]=[CH:5][CH:6]=[CH:7][C:2]=2[Cl:1])[CH:12]=1. (4) Given the reactants S(Cl)([Cl:3])=O.[F:5][C:6]([F:17])([F:16])[CH:7]([C:9]1[CH:14]=[CH:13][CH:12]=[CH:11][C:10]=1[OH:15])O.N1C=CC=CC=1, predict the reaction product. The product is: [Cl:3][CH:7]([C:9]1[CH:14]=[CH:13][CH:12]=[CH:11][C:10]=1[OH:15])[C:6]([F:17])([F:16])[F:5]. (5) Given the reactants [CH3:1][O:2][N:3]=[C:4]([C:35]1[CH:40]=[CH:39][CH:38]=[CH:37][CH:36]=1)[C:5]1[CH:6]=[C:7]2[CH:13]=[CH:12][N:11]([CH2:14][CH2:15][O:16][C:17]3[CH:22]=[CH:21][C:20]([CH2:23][CH:24]([O:29][CH2:30][C:31]([F:34])([F:33])[F:32])[C:25]([O:27]C)=[O:26])=[CH:19][CH:18]=3)[C:8]2=[N:9][CH:10]=1.O.[OH-].[Li+], predict the reaction product. The product is: [CH3:1][O:2][N:3]=[C:4]([C:35]1[CH:40]=[CH:39][CH:38]=[CH:37][CH:36]=1)[C:5]1[CH:6]=[C:7]2[CH:13]=[CH:12][N:11]([CH2:14][CH2:15][O:16][C:17]3[CH:18]=[CH:19][C:20]([CH2:23][CH:24]([O:29][CH2:30][C:31]([F:33])([F:32])[F:34])[C:25]([OH:27])=[O:26])=[CH:21][CH:22]=3)[C:8]2=[N:9][CH:10]=1. (6) Given the reactants [F:1][C:2]1[CH:19]=[C:18]([N+:20]([O-:22])=[O:21])[CH:17]=[CH:16][C:3]=1[O:4][C:5]1[C:6]2[S:13][C:12]([S:14][CH3:15])=[CH:11][C:7]=2[N:8]=[CH:9][N:10]=1.C1C=C(Cl)C=C(C(OO)=[O:31])C=1, predict the reaction product. The product is: [F:1][C:2]1[CH:19]=[C:18]([N+:20]([O-:22])=[O:21])[CH:17]=[CH:16][C:3]=1[O:4][C:5]1[C:6]2[S:13][C:12]([S:14]([CH3:15])=[O:31])=[CH:11][C:7]=2[N:8]=[CH:9][N:10]=1.